Regression. Given two drug SMILES strings and cell line genomic features, predict the synergy score measuring deviation from expected non-interaction effect. From a dataset of NCI-60 drug combinations with 297,098 pairs across 59 cell lines. (1) Drug 1: COCCOC1=C(C=C2C(=C1)C(=NC=N2)NC3=CC=CC(=C3)C#C)OCCOC.Cl. Drug 2: CC1C(C(CC(O1)OC2CC(CC3=C2C(=C4C(=C3O)C(=O)C5=C(C4=O)C(=CC=C5)OC)O)(C(=O)CO)O)N)O.Cl. Cell line: NCI-H226. Synergy scores: CSS=63.8, Synergy_ZIP=3.69, Synergy_Bliss=4.49, Synergy_Loewe=2.41, Synergy_HSA=7.84. (2) Synergy scores: CSS=31.8, Synergy_ZIP=-1.40, Synergy_Bliss=-8.38, Synergy_Loewe=-27.7, Synergy_HSA=-7.63. Drug 1: CC1=C2C(C(=O)C3(C(CC4C(C3C(C(C2(C)C)(CC1OC(=O)C(C(C5=CC=CC=C5)NC(=O)OC(C)(C)C)O)O)OC(=O)C6=CC=CC=C6)(CO4)OC(=O)C)OC)C)OC. Cell line: A549. Drug 2: CC1C(C(CC(O1)OC2CC(OC(C2O)C)OC3=CC4=CC5=C(C(=O)C(C(C5)C(C(=O)C(C(C)O)O)OC)OC6CC(C(C(O6)C)O)OC7CC(C(C(O7)C)O)OC8CC(C(C(O8)C)O)(C)O)C(=C4C(=C3C)O)O)O)O. (3) Drug 1: CN(CC1=CN=C2C(=N1)C(=NC(=N2)N)N)C3=CC=C(C=C3)C(=O)NC(CCC(=O)O)C(=O)O. Drug 2: CC1=C(C(CCC1)(C)C)C=CC(=CC=CC(=CC(=O)O)C)C. Cell line: HL-60(TB). Synergy scores: CSS=63.8, Synergy_ZIP=4.45, Synergy_Bliss=3.61, Synergy_Loewe=4.30, Synergy_HSA=9.16. (4) Drug 1: C1CC(=O)NC(=O)C1N2CC3=C(C2=O)C=CC=C3N. Drug 2: C1=CC(=CC=C1CC(C(=O)O)N)N(CCCl)CCCl.Cl. Cell line: MALME-3M. Synergy scores: CSS=17.7, Synergy_ZIP=0.237, Synergy_Bliss=12.6, Synergy_Loewe=0.620, Synergy_HSA=10.5. (5) Drug 1: C1=NC2=C(N=C(N=C2N1C3C(C(C(O3)CO)O)F)Cl)N. Drug 2: CS(=O)(=O)OCCCCOS(=O)(=O)C. Cell line: HCT116. Synergy scores: CSS=11.6, Synergy_ZIP=-7.86, Synergy_Bliss=-8.10, Synergy_Loewe=-8.57, Synergy_HSA=-7.21.